Dataset: Catalyst prediction with 721,799 reactions and 888 catalyst types from USPTO. Task: Predict which catalyst facilitates the given reaction. (1) Reactant: [C:1]([O:5][C:6](=[O:13])[NH:7][CH:8]1[CH2:12][CH2:11][NH:10][CH2:9]1)([CH3:4])([CH3:3])[CH3:2].[CH3:14][O:15][C:16]1[CH:30]=[CH:29][CH:28]=[CH:27][C:17]=1[O:18][C:19]1[CH:20]=[C:21]([CH:24]=[CH:25][CH:26]=1)[CH:22]=O.[BH-](OC(C)=O)(OC(C)=O)OC(C)=O.[Na+].C(O)(=O)C. Product: [C:1]([O:5][C:6](=[O:13])[NH:7][CH:8]1[CH2:12][CH2:11][N:10]([CH2:22][C:21]2[CH:24]=[CH:25][CH:26]=[C:19]([O:18][C:17]3[CH:27]=[CH:28][CH:29]=[CH:30][C:16]=3[O:15][CH3:14])[CH:20]=2)[CH2:9]1)([CH3:4])([CH3:2])[CH3:3]. The catalyst class is: 2. (2) Reactant: [C:1]([C:5]1[CH:26]=[CH:25][C:8]([C:9]([NH:11][CH2:12][CH2:13][C:14]2[CH:19]=[CH:18][CH:17]=[C:16]([O:20][C:21]([F:24])([F:23])[F:22])[CH:15]=2)=O)=[C:7]([Cl:27])[CH:6]=1)([CH3:4])([CH3:3])[CH3:2].Cl.[OH-].[Na+]. Product: [C:1]([C:5]1[CH:26]=[CH:25][C:8]([CH2:9][NH:11][CH2:12][CH2:13][C:14]2[CH:19]=[CH:18][CH:17]=[C:16]([O:20][C:21]([F:24])([F:23])[F:22])[CH:15]=2)=[C:7]([Cl:27])[CH:6]=1)([CH3:4])([CH3:2])[CH3:3]. The catalyst class is: 1.